From a dataset of Peptide-MHC class I binding affinity with 185,985 pairs from IEDB/IMGT. Regression. Given a peptide amino acid sequence and an MHC pseudo amino acid sequence, predict their binding affinity value. This is MHC class I binding data. (1) The peptide sequence is EFFLMVLLI. The MHC is HLA-A24:02 with pseudo-sequence HLA-A24:02. The binding affinity (normalized) is 0.0203. (2) The binding affinity (normalized) is 0.244. The MHC is HLA-B53:01 with pseudo-sequence HLA-B53:01. The peptide sequence is FPNTYLEGSV. (3) The peptide sequence is RVVLQSKELL. The MHC is Mamu-B08 with pseudo-sequence Mamu-B08. The binding affinity (normalized) is 0.126.